Dataset: Forward reaction prediction with 1.9M reactions from USPTO patents (1976-2016). Task: Predict the product of the given reaction. (1) Given the reactants CCOC(/N=N/C(OCC)=O)=O.O[C:14]1[CH:19]=[CH:18][C:17]([C:20]([F:23])([F:22])[F:21])=[CH:16][C:15]=1[NH:24][C:25]([C@H:27]1[CH2:32][N:31]([C:33]([O:35][C:36]([CH3:39])([CH3:38])[CH3:37])=[O:34])[C@H:30]([CH3:40])[CH2:29][CH2:28]1)=[O:26].C1C=CC(P(C2C=CC=CC=2)C2C=CC=CC=2)=CC=1, predict the reaction product. The product is: [CH3:40][C@@H:30]1[CH2:29][CH2:28][C@@H:27]([C:25]2[O:26][C:14]3[CH:19]=[CH:18][C:17]([C:20]([F:22])([F:23])[F:21])=[CH:16][C:15]=3[N:24]=2)[CH2:32][N:31]1[C:33]([O:35][C:36]([CH3:37])([CH3:39])[CH3:38])=[O:34]. (2) Given the reactants Br[C:2]1[CH:3]=[C:4]([C:8]2[N:12]3[N:13]=[CH:14][CH:15]=[CH:16][C:11]3=[C:10]([C:17]([NH2:19])=[O:18])[N:9]=2)[CH:5]=[CH:6][CH:7]=1.[C:20]([C@:22]1([OH:29])[CH2:26][CH2:25][N:24]([CH3:27])[C:23]1=[O:28])#[CH:21], predict the reaction product. The product is: [OH:29][C@@:22]1([C:20]#[C:21][C:2]2[CH:3]=[C:4]([C:8]3[N:12]4[N:13]=[CH:14][CH:15]=[CH:16][C:11]4=[C:10]([C:17]([NH2:19])=[O:18])[N:9]=3)[CH:5]=[CH:6][CH:7]=2)[CH2:26][CH2:25][N:24]([CH3:27])[C:23]1=[O:28]. (3) Given the reactants S1C(C([NH:8][C@H:9]([CH2:13][C:14]2[CH:19]=[CH:18][C:17]([OH:20])=[CH:16][CH:15]=2)[C:10]([OH:12])=[O:11])=O)=CC2C=CC=CC1=2.[Cl:25][C:26]1[C:27]2[CH:37]=[CH:36][C:35]([F:38])=[CH:34][C:28]=2[S:29][C:30]=1[C:31](Cl)=[O:32], predict the reaction product. The product is: [Cl:25][C:26]1[C:27]2[CH:37]=[CH:36][C:35]([F:38])=[CH:34][C:28]=2[S:29][C:30]=1[C:31]([NH:8][C@H:9]([CH2:13][C:14]1[CH:15]=[CH:16][C:17]([OH:20])=[CH:18][CH:19]=1)[C:10]([OH:12])=[O:11])=[O:32].